From a dataset of NCI-60 drug combinations with 297,098 pairs across 59 cell lines. Regression. Given two drug SMILES strings and cell line genomic features, predict the synergy score measuring deviation from expected non-interaction effect. (1) Drug 1: CC1=C2C(C(=O)C3(C(CC4C(C3C(C(C2(C)C)(CC1OC(=O)C(C(C5=CC=CC=C5)NC(=O)OC(C)(C)C)O)O)OC(=O)C6=CC=CC=C6)(CO4)OC(=O)C)O)C)O. Drug 2: CN(CCCl)CCCl.Cl. Cell line: SNB-75. Synergy scores: CSS=22.2, Synergy_ZIP=-9.25, Synergy_Bliss=-5.80, Synergy_Loewe=-3.59, Synergy_HSA=-2.73. (2) Drug 1: CCN(CC)CCNC(=O)C1=C(NC(=C1C)C=C2C3=C(C=CC(=C3)F)NC2=O)C. Drug 2: C1CN(P(=O)(OC1)NCCCl)CCCl. Cell line: SK-MEL-5. Synergy scores: CSS=4.98, Synergy_ZIP=-2.57, Synergy_Bliss=-4.73, Synergy_Loewe=-0.967, Synergy_HSA=-3.60. (3) Drug 1: CC12CCC(CC1=CCC3C2CCC4(C3CC=C4C5=CN=CC=C5)C)O. Drug 2: CN1CCC(CC1)COC2=C(C=C3C(=C2)N=CN=C3NC4=C(C=C(C=C4)Br)F)OC. Cell line: SK-MEL-28. Synergy scores: CSS=4.92, Synergy_ZIP=0.351, Synergy_Bliss=6.92, Synergy_Loewe=1.68, Synergy_HSA=2.60. (4) Drug 1: CC12CCC3C(C1CCC2=O)CC(=C)C4=CC(=O)C=CC34C. Drug 2: CC1C(C(=O)NC(C(=O)N2CCCC2C(=O)N(CC(=O)N(C(C(=O)O1)C(C)C)C)C)C(C)C)NC(=O)C3=C4C(=C(C=C3)C)OC5=C(C(=O)C(=C(C5=N4)C(=O)NC6C(OC(=O)C(N(C(=O)CN(C(=O)C7CCCN7C(=O)C(NC6=O)C(C)C)C)C)C(C)C)C)N)C. Cell line: MOLT-4. Synergy scores: CSS=69.9, Synergy_ZIP=21.5, Synergy_Bliss=22.0, Synergy_Loewe=20.6, Synergy_HSA=22.2. (5) Drug 1: CS(=O)(=O)C1=CC(=C(C=C1)C(=O)NC2=CC(=C(C=C2)Cl)C3=CC=CC=N3)Cl. Drug 2: C1C(C(OC1N2C=NC(=NC2=O)N)CO)O. Cell line: KM12. Synergy scores: CSS=16.6, Synergy_ZIP=-10.3, Synergy_Bliss=-2.88, Synergy_Loewe=-4.25, Synergy_HSA=-0.858. (6) Drug 1: CC1=C(C=C(C=C1)NC2=NC=CC(=N2)N(C)C3=CC4=NN(C(=C4C=C3)C)C)S(=O)(=O)N.Cl. Drug 2: CC1=C2C(C(=O)C3(C(CC4C(C3C(C(C2(C)C)(CC1OC(=O)C(C(C5=CC=CC=C5)NC(=O)OC(C)(C)C)O)O)OC(=O)C6=CC=CC=C6)(CO4)OC(=O)C)OC)C)OC. Cell line: LOX IMVI. Synergy scores: CSS=53.4, Synergy_ZIP=3.94, Synergy_Bliss=4.30, Synergy_Loewe=-25.0, Synergy_HSA=6.45. (7) Drug 1: CS(=O)(=O)C1=CC(=C(C=C1)C(=O)NC2=CC(=C(C=C2)Cl)C3=CC=CC=N3)Cl. Drug 2: CC1=C2C(C(=O)C3(C(CC4C(C3C(C(C2(C)C)(CC1OC(=O)C(C(C5=CC=CC=C5)NC(=O)OC(C)(C)C)O)O)OC(=O)C6=CC=CC=C6)(CO4)OC(=O)C)O)C)O. Cell line: SK-MEL-5. Synergy scores: CSS=42.6, Synergy_ZIP=11.7, Synergy_Bliss=12.9, Synergy_Loewe=-10.2, Synergy_HSA=9.74. (8) Drug 1: CC1C(C(=O)NC(C(=O)N2CCCC2C(=O)N(CC(=O)N(C(C(=O)O1)C(C)C)C)C)C(C)C)NC(=O)C3=C4C(=C(C=C3)C)OC5=C(C(=O)C(=C(C5=N4)C(=O)NC6C(OC(=O)C(N(C(=O)CN(C(=O)C7CCCN7C(=O)C(NC6=O)C(C)C)C)C)C(C)C)C)N)C. Drug 2: CC12CCC3C(C1CCC2OP(=O)(O)O)CCC4=C3C=CC(=C4)OC(=O)N(CCCl)CCCl.[Na+]. Cell line: KM12. Synergy scores: CSS=64.8, Synergy_ZIP=22.6, Synergy_Bliss=22.0, Synergy_Loewe=14.3, Synergy_HSA=23.9. (9) Cell line: OVCAR-8. Synergy scores: CSS=26.4, Synergy_ZIP=-1.54, Synergy_Bliss=-0.187, Synergy_Loewe=-4.51, Synergy_HSA=-0.452. Drug 2: C1=CC(=CC=C1C#N)C(C2=CC=C(C=C2)C#N)N3C=NC=N3. Drug 1: COC1=C(C=C2C(=C1)N=CN=C2NC3=CC(=C(C=C3)F)Cl)OCCCN4CCOCC4. (10) Drug 1: C1=C(C(=O)NC(=O)N1)N(CCCl)CCCl. Drug 2: CC(C1=C(C=CC(=C1Cl)F)Cl)OC2=C(N=CC(=C2)C3=CN(N=C3)C4CCNCC4)N. Cell line: MCF7. Synergy scores: CSS=23.8, Synergy_ZIP=0.142, Synergy_Bliss=-0.155, Synergy_Loewe=-0.106, Synergy_HSA=1.34.